From a dataset of Reaction yield outcomes from USPTO patents with 853,638 reactions. Predict the reaction yield, written as a fraction of the theoretical maximum amount of product (1.0 means a 100% yield; for example, 0.34 means a 34% yield). The reactants are [F:1][C:2]1[C:10]([O:11][CH3:12])=[CH:9][CH:8]=[CH:7][C:3]=1[C:4]([OH:6])=[O:5].[CH3:13][Si](C=[N+]=[N-])(C)C. The catalyst is C(Cl)Cl.CO. The product is [F:1][C:2]1[C:10]([O:11][CH3:12])=[CH:9][CH:8]=[CH:7][C:3]=1[C:4]([O:6][CH3:13])=[O:5]. The yield is 0.920.